Dataset: Forward reaction prediction with 1.9M reactions from USPTO patents (1976-2016). Task: Predict the product of the given reaction. (1) The product is: [CH:52]12[N:56]([CH:57]([C:72]3[CH:77]=[CH:76][CH:75]=[C:74]([O:78][CH3:79])[CH:73]=3)[C:58]3[CH:59]=[CH:60][C:61]([C:64]([N:66]4[CH2:67][CH2:68][CH2:69][CH2:70][CH2:71]4)=[O:65])=[CH:62][CH:63]=3)[CH:55]([CH2:54][CH2:53]1)[CH:48]1[NH:47][CH:51]2[CH2:50][CH2:49]1. Given the reactants C(N1C2C3N(C(C4C=CC=C(OC)C=4)C4C=CC(C(N(CC)CC)=O)=CC=4)C(C1CC2)CC3)C1C=CC=CC=1.C([N:47]1[CH:51]2[CH:52]3[N:56]([CH:57]([C:72]4[CH:77]=[CH:76][CH:75]=[C:74]([O:78][CH3:79])[CH:73]=4)[C:58]4[CH:63]=[CH:62][C:61]([C:64]([N:66]5[CH2:71][CH2:70][CH2:69][CH2:68][CH2:67]5)=[O:65])=[CH:60][CH:59]=4)[CH:55]([CH:48]1[CH2:49][CH2:50]2)[CH2:54][CH2:53]3)C1C=CC=CC=1, predict the reaction product. (2) Given the reactants [N+:1]([C:4]1[CH:5]=[C:6]2[C:10](=[CH:11][CH:12]=1)[N:9]([CH2:13][C:14]([NH:16][C@H:17]([C:22]([O:24]C)=[O:23])[CH2:18][CH:19]([CH3:21])[CH3:20])=[O:15])[CH:8]=[CH:7]2)([O-])=O.[C:26]([C:30]1[CH:35]=[CH:34][C:33]([S:36](Cl)(=[O:38])=[O:37])=[CH:32][CH:31]=1)([CH3:29])([CH3:28])[CH3:27], predict the reaction product. The product is: [C:26]([C:30]1[CH:35]=[CH:34][C:33]([S:36]([NH:1][C:4]2[CH:5]=[C:6]3[C:10](=[CH:11][CH:12]=2)[N:9]([CH2:13][C:14]([NH:16][C@H:17]([C:22]([OH:24])=[O:23])[CH2:18][CH:19]([CH3:20])[CH3:21])=[O:15])[CH:8]=[CH:7]3)(=[O:38])=[O:37])=[CH:32][CH:31]=1)([CH3:29])([CH3:27])[CH3:28]. (3) The product is: [CH:2]([C@@H:3]1[CH2:9][C@H:8]2[C@H:6]([CH2:7]2)[CH2:5][N:4]1[C:10]([O:12][CH2:13][C:14]1[CH:19]=[CH:18][CH:17]=[CH:16][CH:15]=1)=[O:11])=[O:1]. Given the reactants [OH:1][CH2:2][C@@H:3]1[CH2:9][C@H:8]2[C@H:6]([CH2:7]2)[CH2:5][N:4]1[C:10]([O:12][CH2:13][C:14]1[CH:19]=[CH:18][CH:17]=[CH:16][CH:15]=1)=[O:11].C([O-])(O)=O.[Na+].CC(OI1(OC(C)=O)(OC(C)=O)OC(=O)C2C=CC=CC1=2)=O.C1CCCCC1.CCOC(C)=O, predict the reaction product. (4) Given the reactants [CH2:1]([O:4][C:5]1[CH:33]=[CH:32][C:8]([CH2:9][N:10]([CH2:23][C:24]2[CH:29]=[CH:28][C:27]([C:30]#[N:31])=[CH:26][CH:25]=2)[C:11]2[C:12]([CH3:22])=[C:13]([NH:17][S:18]([CH3:21])(=[O:20])=[O:19])[CH:14]=[CH:15][CH:16]=2)=[CH:7][CH:6]=1)[CH:2]=[CH2:3].C(N(CC)CC)C.[S:41](Cl)([CH3:44])(=[O:43])=[O:42], predict the reaction product. The product is: [CH2:1]([O:4][C:5]1[CH:33]=[CH:32][C:8]([CH2:9][N:10]([CH2:23][C:24]2[CH:25]=[CH:26][C:27]([C:30]#[N:31])=[CH:28][CH:29]=2)[C:11]2[C:12]([CH3:22])=[C:13]([N:17]([S:41]([CH3:44])(=[O:43])=[O:42])[S:18]([CH3:21])(=[O:19])=[O:20])[CH:14]=[CH:15][CH:16]=2)=[CH:7][CH:6]=1)[CH:2]=[CH2:3]. (5) Given the reactants [NH2:1][C:2]1[N:6]([C:7]2[CH:12]=[CH:11][C:10]([OH:13])=[CH:9][CH:8]=2)[N:5]=[C:4]([C:14]([CH3:17])([CH3:16])[CH3:15])[CH:3]=1.[CH3:18][N:19]1[CH2:24][CH2:23][N:22]([CH2:25][CH2:26]O)[CH2:21][CH2:20]1.C1(P(C2C=CC=CC=2)C2C=CC=CC=2)C=CC=CC=1.N(C(OC(C)C)=O)=NC(OC(C)C)=O, predict the reaction product. The product is: [C:14]([C:4]1[CH:3]=[C:2]([NH2:1])[N:6]([C:7]2[CH:12]=[CH:11][C:10]([O:13][CH2:26][CH2:25][N:22]3[CH2:23][CH2:24][N:19]([CH3:18])[CH2:20][CH2:21]3)=[CH:9][CH:8]=2)[N:5]=1)([CH3:17])([CH3:16])[CH3:15].